From a dataset of Full USPTO retrosynthesis dataset with 1.9M reactions from patents (1976-2016). Predict the reactants needed to synthesize the given product. (1) The reactants are: [C:1]([C:3]1[N:4]=[CH:5][C:6]([N:27]2[CH2:32][CH2:31][CH2:30][C@@H:29]([NH:33][C:34](=[O:40])[O:35][C:36]([CH3:39])([CH3:38])[CH3:37])[C@H:28]2[CH3:41])=[N:7][C:8]=1[NH:9][C:10]1[CH:15]=[CH:14][C:13]([CH:16]2[CH2:21][CH2:20][N:19]([CH:22]3[CH2:26][CH2:25][CH2:24][CH2:23]3)[CH2:18][CH2:17]2)=[CH:12][CH:11]=1)#[N:2].CS(C)=[O:44].OO.[OH-].[Na+]. Given the product [C:1]([C:3]1[N:4]=[CH:5][C:6]([N:27]2[CH2:32][CH2:31][CH2:30][C@@H:29]([NH:33][C:34](=[O:40])[O:35][C:36]([CH3:37])([CH3:39])[CH3:38])[C@H:28]2[CH3:41])=[N:7][C:8]=1[NH:9][C:10]1[CH:15]=[CH:14][C:13]([CH:16]2[CH2:21][CH2:20][N:19]([CH:22]3[CH2:23][CH2:24][CH2:25][CH2:26]3)[CH2:18][CH2:17]2)=[CH:12][CH:11]=1)(=[O:44])[NH2:2], predict the reactants needed to synthesize it. (2) Given the product [N+:1]([C:4]1[CH:5]=[CH:6][C:7]([N:10]2[CH2:15][CH2:14][N:13]([CH2:16][C@@H:17]([OH:19])[CH3:18])[CH2:12][CH2:11]2)=[CH:8][CH:9]=1)([O-:3])=[O:2], predict the reactants needed to synthesize it. The reactants are: [N+:1]([C:4]1[CH:9]=[CH:8][C:7]([N:10]2[CH2:15][CH2:14][NH:13][CH2:12][CH2:11]2)=[CH:6][CH:5]=1)([O-:3])=[O:2].[CH2:16]1[O:19][C@H:17]1[CH3:18].C(Cl)Cl.CO. (3) Given the product [NH2:10][CH2:11][C:12]1[CH:13]=[C:14]([NH:18][C:19]2[C:28]3[C:23](=[C:24]([C:29]4[CH:34]=[CH:33][CH:32]=[CH:31][CH:30]=4)[CH:25]=[CH:26][CH:27]=3)[CH:22]=[CH:21][N:20]=2)[CH:15]=[CH:16][CH:17]=1, predict the reactants needed to synthesize it. The reactants are: C(OC(=O)[NH:10][CH2:11][C:12]1[CH:17]=[CH:16][CH:15]=[C:14]([NH:18][C:19]2[C:28]3[C:23](=[C:24]([C:29]4[CH:34]=[CH:33][CH:32]=[CH:31][CH:30]=4)[CH:25]=[CH:26][CH:27]=3)[CH:22]=[CH:21][N:20]=2)[CH:13]=1)C1C=CC=CC=1.[H][H]. (4) Given the product [CH2:1]([O:3][NH:12][C:10]1[CH:11]=[CH:6][C:7]([C:16]([F:19])([F:18])[F:17])=[CH:8][C:9]=1[N+:13]([O-:15])=[O:14])[CH3:2], predict the reactants needed to synthesize it. The reactants are: [CH2:1]([OH:3])[CH3:2].[K].Cl[C:6]1[C:7]([C:16]([F:19])([F:18])[F:17])=[CH:8][C:9]([N+:13]([O-:15])=[O:14])=[C:10]([NH2:12])[CH:11]=1.Cl. (5) The reactants are: Br[C:2]1[CH:7]=[C:6]([CH3:8])[CH:5]=[C:4]([N:9]2[C:13]([CH3:14])=[CH:12][CH:11]=[C:10]2[CH3:15])[N:3]=1.C([Li])CCC.CN([CH:24]=[O:25])C.[Cl-].[NH4+]. Given the product [CH3:15][C:10]1[N:9]([C:4]2[N:3]=[C:2]([CH:24]=[O:25])[CH:7]=[C:6]([CH3:8])[CH:5]=2)[C:13]([CH3:14])=[CH:12][CH:11]=1, predict the reactants needed to synthesize it. (6) Given the product [F:7][C:8]1[CH:9]=[CH:10][C:11]([O:27][CH3:28])=[C:12]([C:14]([CH3:26])([CH3:25])[CH2:15][C@@:16]([C:20]([F:22])([F:23])[F:21])([OH:24])[CH2:17][OH:18])[CH:13]=1, predict the reactants needed to synthesize it. The reactants are: [H-].[Al+3].[Li+].[H-].[H-].[H-].[F:7][C:8]1[CH:9]=[CH:10][C:11]([O:27][CH3:28])=[C:12]([C:14]([CH3:26])([CH3:25])[CH2:15][C@:16]([OH:24])([C:20]([F:23])([F:22])[F:21])[C:17](O)=[O:18])[CH:13]=1. (7) Given the product [CH2:27]([C:26]1[N:2]([C:4]2[CH:5]=[N:6][CH:7]=[N:8][CH:9]=2)[N:3]=[CH:19][C:20]=1[C:21]([O:23][CH2:24][CH3:25])=[O:22])[CH3:28], predict the reactants needed to synthesize it. The reactants are: Cl.[NH:2]([C:4]1[CH:5]=[N:6][CH:7]=[N:8][CH:9]=1)[NH2:3].C([O-])([O-])=O.[Cs+].[Cs+].CN([CH:19]=[C:20]([C:26](=O)[CH2:27][CH3:28])[C:21]([O:23][CH2:24][CH3:25])=[O:22])C. (8) Given the product [NH2:39][C:5]1[CH:4]=[CH:3][C:2]([F:1])=[CH:7][C:6]=1[NH:8][C:9]1[C:17]2[O:16][CH2:15][CH:14]([N:18]([C:33](=[O:38])[C:34]([F:36])([F:37])[F:35])[C:19]3[CH:32]=[CH:31][C:22]4[C@H:23]([CH2:26][C:27]([O:29][CH3:30])=[O:28])[CH2:24][O:25][C:21]=4[CH:20]=3)[C:13]=2[CH:12]=[CH:11][CH:10]=1, predict the reactants needed to synthesize it. The reactants are: [F:1][C:2]1[CH:3]=[CH:4][C:5]([N+:39]([O-])=O)=[C:6]([NH:8][C:9]2[C:17]3[O:16][CH2:15][CH:14]([N:18]([C:33](=[O:38])[C:34]([F:37])([F:36])[F:35])[C:19]4[CH:32]=[CH:31][C:22]5[C@H:23]([CH2:26][C:27]([O:29][CH3:30])=[O:28])[CH2:24][O:25][C:21]=5[CH:20]=4)[C:13]=3[CH:12]=[CH:11][CH:10]=2)[CH:7]=1. (9) Given the product [NH:30]1[CH2:29][CH2:28][CH:27]([N:25]2[CH:26]=[C:22]([NH:21][C:13]3[N:12]=[C:11]([CH2:10][CH2:9][C:8]4[CH:40]=[CH:41][CH:42]=[CH:43][C:7]=4[C:4]4([C:1]([NH2:2])=[O:3])[CH2:5][CH2:6]4)[C:16]([C:17]([F:18])([F:20])[F:19])=[CH:15][N:14]=3)[CH:23]=[N:24]2)[CH2:32][CH2:31]1, predict the reactants needed to synthesize it. The reactants are: [C:1]([C:4]1([C:7]2[CH:43]=[CH:42][CH:41]=[CH:40][C:8]=2[CH2:9][CH2:10][C:11]2[C:16]([C:17]([F:20])([F:19])[F:18])=[CH:15][N:14]=[C:13]([NH:21][C:22]3[CH:23]=[N:24][N:25]([CH:27]4[CH2:32][CH2:31][N:30](C(OC(C)(C)C)=O)[CH2:29][CH2:28]4)[CH:26]=3)[N:12]=2)[CH2:6][CH2:5]1)(=[O:3])[NH2:2].C(O)(C(F)(F)F)=O.